Dataset: Catalyst prediction with 721,799 reactions and 888 catalyst types from USPTO. Task: Predict which catalyst facilitates the given reaction. (1) Reactant: [C:1]([O:5][C:6]([N:8]1[CH2:11][CH:10]([CH2:12][CH2:13][OH:14])[CH2:9]1)=[O:7])([CH3:4])([CH3:3])[CH3:2].[Cl:15][C:16]1[CH:29]=[CH:28][C:19]([O:20][C:21]2[CH:22]=[C:23](O)[CH:24]=[CH:25][CH:26]=2)=[CH:18][CH:17]=1.C1(P(C2C=CC=CC=2)C2C=CC=CC=2)C=CC=CC=1.N(C(OC(C)C)=O)=NC(OC(C)C)=O. Product: [C:1]([O:5][C:6]([N:8]1[CH2:11][CH:10]([CH2:12][CH2:13][O:14][C:23]2[CH:24]=[CH:25][CH:26]=[C:21]([O:20][C:19]3[CH:18]=[CH:17][C:16]([Cl:15])=[CH:29][CH:28]=3)[CH:22]=2)[CH2:9]1)=[O:7])([CH3:4])([CH3:3])[CH3:2]. The catalyst class is: 1. (2) Product: [F:1][C:2]1[C:7]([S:8][CH3:9])=[CH:6][CH:5]=[CH:4][C:3]=1[N:10]1[CH2:15][CH2:14][N:13]([C:24]([O:26][CH3:27])=[O:25])[CH2:12][CH2:11]1. The catalyst class is: 2. Reactant: [F:1][C:2]1[C:7]([S:8][CH3:9])=[CH:6][CH:5]=[CH:4][C:3]=1[N:10]1[CH2:15][CH2:14][NH:13][CH2:12][CH2:11]1.C(N(CC)CC)C.Cl[C:24]([O:26][CH3:27])=[O:25]. (3) Reactant: CS(O[CH2:6][C@H:7]1[O:11][N:10]=[C:9]([C:12]2[CH:17]=[CH:16][C:15]([Br:18])=[CH:14][N:13]=2)[CH2:8]1)(=O)=O.[N-:19]=[N+:20]=[N-:21].[Na+].[Cl-].[Na+]. Product: [N:19]([CH2:6][C@H:7]1[O:11][N:10]=[C:9]([C:12]2[CH:17]=[CH:16][C:15]([Br:18])=[CH:14][N:13]=2)[CH2:8]1)=[N+:20]=[N-:21]. The catalyst class is: 9. (4) Reactant: Cl[C:2]1[C:7]([N+:8]([O-:10])=[O:9])=[C:6]([Cl:11])[N:5]=[CH:4][N:3]=1.[NH:12]1[C:20]2[C:15](=[CH:16][C:17]([NH2:21])=[CH:18][CH:19]=2)[CH:14]=[CH:13]1.C(N(CC)CC)C. Product: [Cl:11][C:6]1[N:5]=[CH:4][N:3]=[C:2]([NH:21][C:17]2[CH:16]=[C:15]3[C:20](=[CH:19][CH:18]=2)[NH:12][CH:13]=[CH:14]3)[C:7]=1[N+:8]([O-:10])=[O:9]. The catalyst class is: 41. (5) Reactant: [N:1]1([C:10]2[N:18]=[C:17](Cl)[N:16]=[C:15]3[C:11]=2[N:12]=[CH:13][NH:14]3)[C:5]2[CH:6]=[CH:7][CH:8]=[CH:9][C:4]=2[N:3]=[CH:2]1.[CH2:20]([NH2:27])[C:21]1C=CC=[CH:23][CH:22]=1. Product: [N:1]1([C:10]2[N:18]=[C:17]([NH:27][CH2:20][CH2:21][CH2:22][CH3:23])[N:16]=[C:15]3[C:11]=2[N:12]=[CH:13][NH:14]3)[C:5]2[CH:6]=[CH:7][CH:8]=[CH:9][C:4]=2[N:3]=[CH:2]1. The catalyst class is: 16.